This data is from Full USPTO retrosynthesis dataset with 1.9M reactions from patents (1976-2016). The task is: Predict the reactants needed to synthesize the given product. (1) Given the product [CH2:29]([O:25][C:10]1[CH:11]=[C:12]2[C:7](=[CH:8][CH:9]=1)[N:6]([CH2:5][C:4]1[CH:26]=[CH:27][CH:28]=[C:2]([F:1])[CH:3]=1)[C:18]1[CH2:17][CH2:16][CH:15]([NH:19][C:20](=[O:24])[CH:21]([CH3:23])[CH3:22])[CH2:14][C:13]2=1)[CH3:30], predict the reactants needed to synthesize it. The reactants are: [F:1][C:2]1[CH:3]=[C:4]([CH:26]=[CH:27][CH:28]=1)[CH2:5][N:6]1[C:18]2[CH2:17][CH2:16][CH:15]([NH:19][C:20](=[O:24])[CH:21]([CH3:23])[CH3:22])[CH2:14][C:13]=2[C:12]2[C:7]1=[CH:8][CH:9]=[C:10]([OH:25])[CH:11]=2.[CH2:29](I)[CH3:30].[H-].[Na+].CN(C)C=O. (2) Given the product [CH3:20][O:21][C:22](=[O:35])[CH2:23][CH2:24][C:25]1[CH:30]=[C:29]([CH3:31])[C:28]([C:32]2[NH:1][C:2]3[CH:3]=[C:4]([C:5](=[O:6])[NH:7][C:8]4[CH:13]=[CH:12][C:11]([CH3:14])=[C:10]([CH3:15])[CH:9]=4)[CH:16]=[CH:17][C:18]=3[N:19]=2)=[C:27]([CH3:34])[CH:26]=1, predict the reactants needed to synthesize it. The reactants are: [NH2:1][C:2]1[CH:3]=[C:4]([CH:16]=[CH:17][C:18]=1[NH2:19])[C:5]([NH:7][C:8]1[CH:13]=[CH:12][C:11]([CH3:14])=[C:10]([CH3:15])[CH:9]=1)=[O:6].[CH3:20][O:21][C:22](=[O:35])[CH2:23][CH2:24][C:25]1[CH:30]=[C:29]([CH3:31])[C:28]([CH:32]=O)=[C:27]([CH3:34])[CH:26]=1. (3) Given the product [CH2:17]([O:19][P:20]([CH2:2][C:3]1[N:4]=[CH:5][C:6]([NH:9][C:10](=[O:16])[O:11][C:12]([CH3:15])([CH3:14])[CH3:13])=[N:7][CH:8]=1)([O:21][CH2:22][CH3:23])=[O:24])[CH3:18], predict the reactants needed to synthesize it. The reactants are: Br[CH2:2][C:3]1[N:4]=[CH:5][C:6]([NH:9][C:10](=[O:16])[O:11][C:12]([CH3:15])([CH3:14])[CH3:13])=[N:7][CH:8]=1.[CH2:17]([O:19][P:20]([O:24]CC)[O:21][CH2:22][CH3:23])[CH3:18]. (4) Given the product [F:21][C:22]1[CH:27]=[CH:26][C:25]([C:28]2[S:29][C:30]([C:18]([C:14]3[O:13][CH:17]=[CH:16][CH:15]=3)=[O:19])=[CH:31][C:32]=2[CH2:33][C:34]([O:36][CH2:37][CH3:38])=[O:35])=[C:24]([O:39][CH3:40])[CH:23]=1, predict the reactants needed to synthesize it. The reactants are: [Cl-].[Al+3].[Al+3].[Al+3].[Cl-].[Cl-].[Cl-].[Cl-].[Cl-].[Cl-].[Cl-].[Cl-].[O:13]1[CH:17]=[CH:16][CH:15]=[C:14]1[C:18](Cl)=[O:19].[F:21][C:22]1[CH:27]=[CH:26][C:25]([C:28]2[S:29][CH:30]=[CH:31][C:32]=2[CH2:33][C:34]([O:36][CH2:37][CH3:38])=[O:35])=[C:24]([O:39][CH3:40])[CH:23]=1.O. (5) Given the product [F:30][C:5]([F:4])([F:29])[C:6]1[N:10]2[N:11]=[C:12]([O:19][CH2:20][C:21]3[N:26]=[C:25]([CH:27]([OH:28])[CH3:1])[CH:24]=[CH:23][CH:22]=3)[C:13]3[C:18]([C:9]2=[N:8][N:7]=1)=[CH:17][CH:16]=[CH:15][CH:14]=3, predict the reactants needed to synthesize it. The reactants are: [CH3:1][Mg]Br.[F:4][C:5]([F:30])([F:29])[C:6]1[N:10]2[N:11]=[C:12]([O:19][CH2:20][C:21]3[N:26]=[C:25]([CH2:27][OH:28])[CH:24]=[CH:23][CH:22]=3)[C:13]3[C:18]([C:9]2=[N:8][N:7]=1)=[CH:17][CH:16]=[CH:15][CH:14]=3. (6) Given the product [CH3:16][C:15]1([CH3:17])[O:18][CH2:7][C:2]([CH3:12])([CH2:3][OH:28])[CH2:13][O:14]1, predict the reactants needed to synthesize it. The reactants are: O.[C:2]1([CH3:12])[CH:7]=CC(S(O)(=O)=O)=C[CH:3]=1.[CH3:13][O:14][C:15]([O:18]C)([CH3:17])[CH3:16].O.C1(C)C(S(O)(=O)=[O:28])=CC=CC=1.